The task is: Regression. Given a peptide amino acid sequence and an MHC pseudo amino acid sequence, predict their binding affinity value. This is MHC class II binding data.. This data is from Peptide-MHC class II binding affinity with 134,281 pairs from IEDB. (1) The peptide sequence is VSWEEEAEISGSSAR. The MHC is HLA-DQA10501-DQB10402 with pseudo-sequence HLA-DQA10501-DQB10402. The binding affinity (normalized) is 0.454. (2) The peptide sequence is KITQWLETKGVERLKRM. The MHC is DRB1_1501 with pseudo-sequence DRB1_1501. The binding affinity (normalized) is 0.623. (3) The peptide sequence is DYFVLTSHTVMPLSA. The MHC is DRB5_0101 with pseudo-sequence DRB5_0101. The binding affinity (normalized) is 0.558. (4) The peptide sequence is EEDIEIIPIQEEEY. The MHC is HLA-DPA10201-DPB10501 with pseudo-sequence HLA-DPA10201-DPB10501. The binding affinity (normalized) is 0.0322. (5) The binding affinity (normalized) is 0.550. The peptide sequence is ERFAVNPGLLETSEGCR. The MHC is DRB1_0101 with pseudo-sequence DRB1_0101. (6) The peptide sequence is RRHGVRIRVRSGGHD. The MHC is HLA-DQA10301-DQB10302 with pseudo-sequence HLA-DQA10301-DQB10302. The binding affinity (normalized) is 0. (7) The peptide sequence is VLVIQSSEDYVENTEKALNV. The MHC is DRB1_0701 with pseudo-sequence DRB1_0701. The binding affinity (normalized) is 0.613. (8) The peptide sequence is GVVKIWDIKDPSLLV. The MHC is DRB1_0101 with pseudo-sequence DRB1_0101. The binding affinity (normalized) is 0.792. (9) The peptide sequence is QAGNNLMMIEQYPYV. The MHC is HLA-DQA10401-DQB10402 with pseudo-sequence HLA-DQA10401-DQB10402. The binding affinity (normalized) is 0.217. (10) The peptide sequence is YDKFLANVSMVLTGK. The MHC is DRB1_1001 with pseudo-sequence DRB1_1001. The binding affinity (normalized) is 0.609.